From a dataset of Reaction yield outcomes from USPTO patents with 853,638 reactions. Predict the reaction yield, written as a fraction of the theoretical maximum amount of product (1.0 means a 100% yield; for example, 0.34 means a 34% yield). (1) The reactants are [N+]([O-])(O)=O.OS(O)(=O)=O.CC1(C)C2C(CC=CC=2)C(C)(C)CC1.[CH3:24][C:25]1([CH3:40])[C:34]2[C:29](=[CH:30][C:31]([N+:35]([O-])=O)=[CH:32][CH:33]=2)[C:28]([CH3:39])([CH3:38])[CH2:27][CH2:26]1. The catalyst is C(O)(=O)C.[Fe]. The product is [CH3:24][C:25]1([CH3:40])[CH2:26][CH2:27][C:28]([CH3:39])([CH3:38])[C:29]2[CH:30]=[C:31]([NH2:35])[CH:32]=[CH:33][C:34]1=2. The yield is 0.460. (2) The reactants are Br[C:2]1[C:11]2[NH:10][C:9](=[O:12])[C:8]3[S:13][CH:14]=[CH:15][C:7]=3[C:6]=2[C:5]([C:16]2[CH:21]=[CH:20][C:19]([CH:22]([NH:24][C:25](=[O:31])[O:26][C:27]([CH3:30])([CH3:29])[CH3:28])[CH3:23])=[CH:18][CH:17]=2)=[C:4]([O:32][CH3:33])[CH:3]=1.[CH3:34]B1OB(C)OB(C)O1. No catalyst specified. The product is [CH3:33][O:32][C:4]1[CH:3]=[C:2]([CH3:34])[C:11]2[NH:10][C:9](=[O:12])[C:8]3[S:13][CH:14]=[CH:15][C:7]=3[C:6]=2[C:5]=1[C:16]1[CH:17]=[CH:18][C:19]([CH:22]([NH:24][C:25](=[O:31])[O:26][C:27]([CH3:30])([CH3:29])[CH3:28])[CH3:23])=[CH:20][CH:21]=1. The yield is 0.610. (3) The reactants are [Br:1][C:2]1[CH:3]=[C:4]([CH2:8][CH2:9][OH:10])[CH:5]=[CH:6][CH:7]=1.Br[CH2:12][C:13]([O:15][C:16]([CH3:19])([CH3:18])[CH3:17])=[O:14].[OH-].[Na+]. The catalyst is S([O-])(O)(=O)=O.C([N+](CCCC)(CCCC)CCCC)CCC.C1(C)C=CC=CC=1. The product is [Br:1][C:2]1[CH:3]=[C:4]([CH:5]=[CH:6][CH:7]=1)[CH2:8][CH2:9][O:10][CH2:12][C:13]([O:15][C:16]([CH3:19])([CH3:18])[CH3:17])=[O:14]. The yield is 0.900. (4) The reactants are [CH2:1]([CH:3]([N:6]1[C:10]2[CH:11]=[CH:12][C:13]([C:15](O)=[O:16])=[CH:14][C:9]=2[N:8]=[C:7]1[CH2:18][C:19]1[S:20][CH:21]=[CH:22][CH:23]=1)[CH2:4][CH3:5])[CH3:2].C1C=NC2N(O)N=NC=2C=1.CCN(C(C)C)C(C)C.Cl.[NH2:44][C:45]1([C:52]([O:54][CH3:55])=[O:53])[CH2:51][CH2:50][CH2:49][CH2:48][CH2:47][CH2:46]1.Cl. The catalyst is CN(C=O)C.O.C(Cl)CCl. The product is [CH3:55][O:54][C:52]([C:45]1([NH:44][C:15]([C:13]2[CH:12]=[CH:11][C:10]3[N:6]([CH:3]([CH2:1][CH3:2])[CH2:4][CH3:5])[C:7]([CH2:18][C:19]4[S:20][CH:21]=[CH:22][CH:23]=4)=[N:8][C:9]=3[CH:14]=2)=[O:16])[CH2:51][CH2:50][CH2:49][CH2:48][CH2:47][CH2:46]1)=[O:53]. The yield is 0.850. (5) The reactants are C[O:2][C:3]1[CH:4]=[C:5]2[C:10](=[CH:11][CH:12]=1)[C:9]([O:13][C:14]1[CH:19]=[CH:18][C:17]([O:20][CH2:21][CH2:22][N:23]3[CH2:28][CH2:27][CH2:26][CH2:25][CH2:24]3)=[CH:16][CH:15]=1)=[C:8]([C:29]1[CH:34]=[CH:33][C:32]([S:35]([N:38]([CH3:40])[CH3:39])(=[O:37])=[O:36])=[CH:31][CH:30]=1)[CH:7]=[CH:6]2.[ClH:41].C(OCC)C.B(Br)(Br)Br. The catalyst is ClCCl. The product is [ClH:41].[OH:2][C:3]1[CH:4]=[C:5]2[C:10](=[CH:11][CH:12]=1)[C:9]([O:13][C:14]1[CH:19]=[CH:18][C:17]([O:20][CH2:21][CH2:22][N:23]3[CH2:24][CH2:25][CH2:26][CH2:27][CH2:28]3)=[CH:16][CH:15]=1)=[C:8]([C:29]1[CH:30]=[CH:31][C:32]([S:35]([N:38]([CH3:40])[CH3:39])(=[O:36])=[O:37])=[CH:33][CH:34]=1)[CH:7]=[CH:6]2. The yield is 0.770. (6) The reactants are [H-].[Na+].[C:3]([N:6]1[CH2:11][CH2:10][N:9]([C:12]2[CH:17]=[CH:16][C:15]([NH:18][C:19](=O)C)=[C:14]([CH2:22][O:23][CH3:24])[CH:13]=2)[CH2:8][CH2:7]1)(=[O:5])[CH3:4].ClC1[N:31]=[C:30]([C:32]2[N:36]3[CH:37]=[CH:38][CH:39]=[CH:40][C:35]3=[N:34][CH:33]=2)[C:29]([Cl:41])=[CH:28][N:27]=1. The catalyst is C1COCC1.[OH-].[Na+]. The product is [Cl:41][C:29]1[C:30]([C:32]2[N:36]3[CH:37]=[CH:38][CH:39]=[CH:40][C:35]3=[N:34][CH:33]=2)=[N:31][C:19]([NH:18][C:15]2[CH:16]=[CH:17][C:12]([N:9]3[CH2:10][CH2:11][N:6]([C:3](=[O:5])[CH3:4])[CH2:7][CH2:8]3)=[CH:13][C:14]=2[CH2:22][O:23][CH3:24])=[N:27][CH:28]=1. The yield is 0.480. (7) The reactants are [Li]CCCC.Br[C:7]1[S:8][CH:9]=[CH:10][N:11]=1.[CH2:12]([O:19][C:20](=[O:35])[NH:21][CH2:22][C:23]1[O:24][C:25]([CH3:34])=[C:26]([C:28](=[O:33])N(OC)C)[N:27]=1)[C:13]1[CH:18]=[CH:17][CH:16]=[CH:15][CH:14]=1. The catalyst is CCOCC. The product is [CH2:12]([O:19][C:20](=[O:35])[NH:21][CH2:22][C:23]1[O:24][C:25]([CH3:34])=[C:26]([C:28]([C:7]2[S:8][CH:9]=[CH:10][N:11]=2)=[O:33])[N:27]=1)[C:13]1[CH:14]=[CH:15][CH:16]=[CH:17][CH:18]=1. The yield is 0.740. (8) The reactants are [SH:1][C:2]1[S:3][C:4]2[CH:10]=[CH:9][C:8]([C:11]#[N:12])=[CH:7][C:5]=2[N:6]=1.[Cl:13][C:14]1[CH:19]=[C:18]([N+:20]([O-:22])=[O:21])[CH:17]=[C:16]([Cl:23])[C:15]=1Cl.[H-].[Na+]. The catalyst is CN(C=O)C. The product is [Cl:13][C:14]1[CH:19]=[C:18]([N+:20]([O-:22])=[O:21])[CH:17]=[C:16]([Cl:23])[C:15]=1[S:1][C:2]1[S:3][C:4]2[CH:10]=[CH:9][C:8]([C:11]#[N:12])=[CH:7][C:5]=2[N:6]=1. The yield is 0.990. (9) The reactants are [CH2:1]([N:5]1[C:9](=[O:10])[C:8](Cl)=[C:7]([C:12]2[CH:17]=[CH:16][CH:15]=[CH:14][CH:13]=2)[S:6]1(=[O:19])=[O:18])[CH2:2][CH2:3][CH3:4].[NH2:20][C:21]1[CH:22]=[CH:23][C:24]2[O:28][C:27]([C:29]([O:31]C(C)(C)C)=[O:30])=[CH:26][C:25]=2[CH:36]=1. The catalyst is CC#N. The product is [CH2:1]([N:5]1[C:9](=[O:10])[C:8]([NH:20][C:21]2[CH:22]=[CH:23][C:24]3[O:28][C:27]([C:29]([OH:31])=[O:30])=[CH:26][C:25]=3[CH:36]=2)=[C:7]([C:12]2[CH:17]=[CH:16][CH:15]=[CH:14][CH:13]=2)[S:6]1(=[O:19])=[O:18])[CH2:2][CH2:3][CH3:4]. The yield is 0.290. (10) The reactants are [N+:1]([C:4]1[CH:5]=[C:6]([CH2:10][CH2:11]OS(C)(=O)=O)[CH:7]=[CH:8][CH:9]=1)([O-])=O.C(=O)([O-])[O-].[Cs+].[Cs+].[CH3:23][N:24]1[CH2:29][CH2:28][NH:27][CH2:26][CH2:25]1. The catalyst is CN(C=O)C.O. The product is [CH3:23][N:24]1[CH2:29][CH2:28][N:27]([CH2:11][CH2:10][C:6]2[CH:5]=[C:4]([NH2:1])[CH:9]=[CH:8][CH:7]=2)[CH2:26][CH2:25]1. The yield is 0.430.